From a dataset of Aqueous solubility values for 9,982 compounds from the AqSolDB database. Regression/Classification. Given a drug SMILES string, predict its absorption, distribution, metabolism, or excretion properties. Task type varies by dataset: regression for continuous measurements (e.g., permeability, clearance, half-life) or binary classification for categorical outcomes (e.g., BBB penetration, CYP inhibition). For this dataset (solubility_aqsoldb), we predict Y. (1) The compound is CO[Si](CCC(F)(F)C(F)(F)C(F)(F)C(F)(F)C(F)(F)C(F)(F)F)(OC)OC. The Y is -2.89 log mol/L. (2) The compound is CC12CCCC(C)(CC1)C2=NO. The Y is -3.07 log mol/L.